This data is from Catalyst prediction with 721,799 reactions and 888 catalyst types from USPTO. The task is: Predict which catalyst facilitates the given reaction. (1) Product: [CH3:36][C:24]1[CH:29]=[C:28]([CH3:30])[CH:27]=[C:26]([CH3:31])[C:25]=1[S:32]([O:8][CH2:9][CH2:10][NH:11][C:12]([O:13][C:14]([CH3:15])([CH3:17])[CH3:16])=[O:18])(=[O:33])=[O:34]. Reactant: C(N(CC)CC)C.[OH:8][CH2:9][CH2:10][NH:11][C:12](=[O:18])[O:13][C:14]([CH3:17])([CH3:16])[CH3:15].Cl.CN(C)C.[C:24]1([CH3:36])[CH:29]=[C:28]([CH3:30])[CH:27]=[C:26]([CH3:31])[C:25]=1[S:32](Cl)(=[O:34])=[O:33]. The catalyst class is: 46. (2) Reactant: [OH-].[K+].[CH3:3][C:4](=[O:9])[CH2:5][C:6](=[O:8])[CH3:7].[C:10](#[N:13])[CH:11]=[CH2:12]. Product: [C:6]([C:5]([C:4](=[O:9])[CH3:3])([CH2:12][CH2:11][C:10]#[N:13])[CH2:12][CH2:11][C:10]#[N:13])(=[O:8])[CH3:7]. The catalyst class is: 5. (3) Reactant: [C:1]([C:4]1[S:8][C:7]2[CH:9]=[CH:10][CH:11]=[C:12]([C:13]3[CH:18]=[C:17]([C:19]([CH3:22])([CH3:21])[CH3:20])[CH:16]=[C:15]([C:23]([CH3:26])([CH3:25])[CH3:24])[C:14]=3[O:27]COC)[C:6]=2[CH:5]=1)(=[O:3])[CH3:2].Cl. Product: [C:1]([C:4]1[S:8][C:7]2[CH:9]=[CH:10][CH:11]=[C:12]([C:13]3[CH:18]=[C:17]([C:19]([CH3:21])([CH3:20])[CH3:22])[CH:16]=[C:15]([C:23]([CH3:26])([CH3:25])[CH3:24])[C:14]=3[OH:27])[C:6]=2[CH:5]=1)(=[O:3])[CH3:2]. The catalyst class is: 1. (4) Reactant: [OH:1][CH:2]([CH2:24][CH2:25][CH2:26][O:27][Si:28]([C:41]([CH3:44])([CH3:43])[CH3:42])([C:35]1[CH:40]=[CH:39][CH:38]=[CH:37][CH:36]=1)[C:29]1[CH:34]=[CH:33][CH:32]=[CH:31][CH:30]=1)[CH2:3][CH2:4][CH2:5][O:6][Si:7]([C:20]([CH3:23])([CH3:22])[CH3:21])([C:14]1[CH:19]=[CH:18][CH:17]=[CH:16][CH:15]=1)[C:8]1[CH:13]=[CH:12][CH:11]=[CH:10][CH:9]=1.C1C=C[NH+]=CC=1.[O-][Cr](Cl)(=O)=O. Product: [Si:7]([O:6][CH2:5][CH2:4][CH2:3][C:2](=[O:1])[CH2:24][CH2:25][CH2:26][O:27][Si:28]([C:41]([CH3:44])([CH3:43])[CH3:42])([C:35]1[CH:36]=[CH:37][CH:38]=[CH:39][CH:40]=1)[C:29]1[CH:30]=[CH:31][CH:32]=[CH:33][CH:34]=1)([C:20]([CH3:21])([CH3:22])[CH3:23])([C:14]1[CH:19]=[CH:18][CH:17]=[CH:16][CH:15]=1)[C:8]1[CH:9]=[CH:10][CH:11]=[CH:12][CH:13]=1. The catalyst class is: 158. (5) Reactant: O[CH:2]=[C:3]1[C:11]2[C:6](=[CH:7][C:8]([C:12]([C:14]3[CH:19]=[CH:18][C:17]([NH:20][C:21]([C:23]4[N:24]([C:29]([CH3:32])([CH3:31])[CH3:30])[N:25]=[C:26]([CH3:28])[CH:27]=4)=[O:22])=[CH:16][CH:15]=3)=[O:13])=[CH:9][CH:10]=2)[NH:5][C:4]1=[O:33].[CH3:34][N:35]1[CH2:40][CH2:39][N:38]([C:41]2[CH:46]=[CH:45][C:44]([NH2:47])=[CH:43][CH:42]=2)[CH2:37][CH2:36]1. Product: [CH3:34][N:35]1[CH2:36][CH2:37][N:38]([C:41]2[CH:46]=[CH:45][C:44]([NH:47][CH:2]=[C:3]3[C:11]4[C:6](=[CH:7][C:8]([C:12]([C:14]5[CH:15]=[CH:16][C:17]([NH:20][C:21]([C:23]6[N:24]([C:29]([CH3:31])([CH3:30])[CH3:32])[N:25]=[C:26]([CH3:28])[CH:27]=6)=[O:22])=[CH:18][CH:19]=5)=[O:13])=[CH:9][CH:10]=4)[NH:5][C:4]3=[O:33])=[CH:43][CH:42]=2)[CH2:39][CH2:40]1. The catalyst class is: 1. (6) Reactant: [Al+3].[Cl-].[Cl-].[Cl-].[C:5]1([OH:11])[CH:10]=[CH:9][CH:8]=[CH:7][CH:6]=1.[N:12]1[CH:17]=[CH:16][CH:15]=[CH:14][C:13]=1[CH:18]=[O:19].[Cl-].[NH4+]. Product: [OH:19][CH:18]([C:13]1[CH:14]=[CH:15][CH:16]=[CH:17][N:12]=1)[C:6]1[CH:7]=[CH:8][CH:9]=[CH:10][C:5]=1[OH:11]. The catalyst class is: 4. (7) Reactant: CCN(CC)CC.Cl.[NH:9]1[CH2:12][CH2:11][CH2:10]1.C(O[C@H:17]1[C@H:22]([N:23]=[C:24]=[S:25])[C@@H:21]([O:26][C:27](=[O:29])[CH3:28])[C@H:20]([O:30][C:31](=[O:33])[CH3:32])[C@@H:19]([CH2:34][O:35][C:36](=[O:38])[CH3:37])[O:18]1)(=O)C.C(O)(C(F)(F)F)=O.C([O-])(O)=O.[Na+]. The catalyst class is: 2. Product: [C:31]([O:30][C@@H:20]1[C@@H:19]([CH2:34][O:35][C:36](=[O:38])[CH3:37])[O:18][C@H:17]2[C@H:22]([N:23]=[C:24]([N:9]3[CH2:12][CH2:11][CH2:10]3)[S:25]2)[C@H:21]1[O:26][C:27](=[O:29])[CH3:28])(=[O:33])[CH3:32]. (8) Reactant: [CH3:1][CH2:2][O:3][C:4](/[C:6](/Cl)=[N:7]\[OH:8])=[O:5].[F:10][C:11]([F:21])([F:20])[C:12]1[CH:13]=[C:14]([C:18]#[CH:19])[CH:15]=[CH:16][CH:17]=1.C(N(CC)CC)C. Product: [F:10][C:11]([F:20])([F:21])[C:12]1[CH:13]=[C:14]([C:18]2[O:8][N:7]=[C:6]([C:4]([O:3][CH2:2][CH3:1])=[O:5])[CH:19]=2)[CH:15]=[CH:16][CH:17]=1. The catalyst class is: 7.